This data is from Full USPTO retrosynthesis dataset with 1.9M reactions from patents (1976-2016). The task is: Predict the reactants needed to synthesize the given product. (1) Given the product [CH:31]([C@@H:34]1[N:39]([C:56]([C@@H:54]2[CH2:55][C@H:53]2[C:47]2[CH:52]=[CH:51][CH:50]=[CH:49][CH:48]=2)=[O:57])[CH2:38][C@H:37]([C:40]2[CH:41]=[CH:42][CH:43]=[CH:44][CH:45]=2)[NH:36][C:35]1=[O:46])([CH3:33])[CH3:32], predict the reactants needed to synthesize it. The reactants are: C([C@@H]1N(C(=O)C2C=CC(OC3C=CC=CC=3)=CC=2)C[C@H](CC(C)C)NC1=O)C(C)C.[CH:31]([C@@H:34]1[NH:39][CH2:38][C@H:37]([C:40]2[CH:45]=[CH:44][CH:43]=[CH:42][CH:41]=2)[NH:36][C:35]1=[O:46])([CH3:33])[CH3:32].[C:47]1([C@@H:53]2[CH2:55][C@H:54]2[C:56](O)=[O:57])[CH:52]=[CH:51][CH:50]=[CH:49][CH:48]=1. (2) Given the product [CH3:30][CH:29]([O:24][C:23]([CH2:22][CH2:21][CH2:20]/[CH:19]=[CH:18]\[CH2:17][C@@H:16]1[C@@H:12]([CH2:11][CH2:10][C@@H:9]([OH:28])[CH2:8][CH2:7][C:4]2[CH:3]=[CH:2][CH:1]=[CH:6][CH:5]=2)[C@H:13]([OH:27])[CH2:14][C@@H:15]1[OH:26])=[O:25])[CH3:31], predict the reactants needed to synthesize it. The reactants are: [CH:1]1[CH:2]=[CH:3][C:4]([CH2:7][CH2:8][C@H:9]([OH:28])[CH2:10][CH2:11][C@@H:12]2[C@@H:16]([CH2:17]/[CH:18]=[CH:19]\[CH2:20][CH2:21][CH2:22][C:23]([OH:25])=[O:24])[C@@H:15]([OH:26])[CH2:14][C@H:13]2[OH:27])=[CH:5][CH:6]=1.[CH:29](I)([CH3:31])[CH3:30].C(=O)([O-])[O-].[Cs+].[Cs+].OS([O-])(=O)=O.[Na+]. (3) Given the product [C:1]([O:5][C:6]([N:8]1[CH2:12][CH2:11][C:10]([OH:13])([C:14]2[CH:19]=[CH:18][CH:17]=[CH:16][CH:15]=2)[CH2:9]1)=[O:7])([CH3:4])([CH3:2])[CH3:3], predict the reactants needed to synthesize it. The reactants are: [C:1]([O:5][C:6]([N:8]1[CH2:12][CH2:11][C:10](=[O:13])[CH2:9]1)=[O:7])([CH3:4])([CH3:3])[CH3:2].[C:14]1([Mg]Br)[CH:19]=[CH:18][CH:17]=[CH:16][CH:15]=1. (4) Given the product [C:17]([C:14]1[CH:15]=[C:16]2[C:11]([C:10]([C:19]([O:21][CH3:22])=[O:20])=[N:9][N:8]2[C:4]2[CH:5]=[CH:6][CH:7]=[C:2]([C:24]#[C:23][C@:25]3([OH:32])[CH2:29][CH2:28][N:27]([CH3:30])[C:26]3=[O:31])[CH:3]=2)=[CH:12][CH:13]=1)#[N:18], predict the reactants needed to synthesize it. The reactants are: Br[C:2]1[CH:3]=[C:4]([N:8]2[C:16]3[C:11](=[CH:12][CH:13]=[C:14]([C:17]#[N:18])[CH:15]=3)[C:10]([C:19]([O:21][CH3:22])=[O:20])=[N:9]2)[CH:5]=[CH:6][CH:7]=1.[C:23]([C@:25]1([OH:32])[CH2:29][CH2:28][N:27]([CH3:30])[C:26]1=[O:31])#[CH:24].